From a dataset of Forward reaction prediction with 1.9M reactions from USPTO patents (1976-2016). Predict the product of the given reaction. (1) Given the reactants C(Cl)(=O)C(Cl)=O.[C:7]([O:10][C:11]1[CH:16]=[CH:15][C:14]([Cl:17])=[CH:13][C:12]=1[CH2:18][C:19]1[O:23][C:22]([C:24]([OH:26])=O)=[CH:21][CH:20]=1)(=[O:9])[CH3:8].[F:27][C:28]1[CH:34]=[CH:33][CH:32]=[C:31]([F:35])[C:29]=1[NH2:30], predict the reaction product. The product is: [C:7]([O:10][C:11]1[CH:16]=[CH:15][C:14]([Cl:17])=[CH:13][C:12]=1[CH2:18][C:19]1[O:23][C:22]([C:24]([NH:30][C:29]2[C:28]([F:27])=[CH:34][CH:33]=[CH:32][C:31]=2[F:35])=[O:26])=[CH:21][CH:20]=1)(=[O:9])[CH3:8]. (2) The product is: [N:52]1([CH2:56][CH2:57][N:58]2[CH2:59][CH2:60][N:61]([C:10]([NH:9][C:19]3[CH:24]=[C:23]([O:25][C:26]4[CH:31]=[CH:30][C:29]([NH:32][C:33]([C:35]5([C:38]([NH:39][C:40]6[CH:41]=[CH:42][C:43]([F:46])=[CH:44][CH:45]=6)=[O:47])[CH2:37][CH2:36]5)=[O:34])=[CH:28][CH:27]=4)[CH:22]=[CH:21][N:20]=3)=[O:11])[CH2:62][CH2:63]2)[CH2:53][CH2:54][CH2:55]1. Given the reactants C1(OC(=O)[N:9]([C:19]2[CH:24]=[C:23]([O:25][C:26]3[CH:31]=[CH:30][C:29]([NH:32][C:33]([C:35]4([C:38](=[O:47])[NH:39][C:40]5[CH:45]=[CH:44][C:43]([F:46])=[CH:42][CH:41]=5)[CH2:37][CH2:36]4)=[O:34])=[CH:28][CH:27]=3)[CH:22]=[CH:21][N:20]=2)[C:10](OC2C=CC=CC=2)=[O:11])C=CC=CC=1.Cl.Cl.Cl.[N:52]1([CH2:56][CH2:57][N:58]2[CH2:63][CH2:62][NH:61][CH2:60][CH2:59]2)[CH2:55][CH2:54][CH2:53]1.C(N(CC)CC)C.O, predict the reaction product. (3) The product is: [CH2:1]([O:3][C:4]([C:6]1[C:7]([C:13]([F:15])([F:16])[F:14])=[N:8][C:9]([NH:12][C:18]2[CH:19]=[CH:20][C:21]([O:22][CH2:23][CH2:24][N:25]3[CH2:26][CH2:27][CH2:28][CH2:29]3)=[CH:30][CH:31]=2)=[N:10][CH:11]=1)=[O:5])[CH3:2]. Given the reactants [CH2:1]([O:3][C:4]([C:6]1[C:7]([C:13]([F:16])([F:15])[F:14])=[N:8][C:9]([NH2:12])=[N:10][CH:11]=1)=[O:5])[CH3:2].Br[C:18]1[CH:31]=[CH:30][C:21]([O:22][CH2:23][CH2:24][N:25]2[CH2:29][CH2:28][CH2:27][CH2:26]2)=[CH:20][CH:19]=1.C(=O)([O-])[O-].[Cs+].[Cs+].CC1(C)C2C(=C(P(C3C=CC=CC=3)C3C=CC=CC=3)C=CC=2)OC2C(P(C3C=CC=CC=3)C3C=CC=CC=3)=CC=CC1=2, predict the reaction product. (4) Given the reactants C(OP(O[CH2:10][C:11]1[O:15][N:14]=[C:13]([C:16]([O:18][CH2:19][CH3:20])=[O:17])[CH:12]=1)(OCC)=O)C.[Cl:21][C:22]1[CH:27]=[CH:26][C:25](B(O)O)=[CH:24][CH:23]=1.C(=O)([O-])[O-].[K+].[K+].C1(P(C2C=CC=CC=2)C2C=CC=CC=2)C=CC=CC=1, predict the reaction product. The product is: [Cl:21][C:22]1[CH:27]=[CH:26][C:25]([CH2:10][C:11]2[O:15][N:14]=[C:13]([C:16]([O:18][CH2:19][CH3:20])=[O:17])[CH:12]=2)=[CH:24][CH:23]=1. (5) Given the reactants [CH3:1][C:2]1[S:12][C:5]2[N:6]=[C:7]([CH3:11])[CH:8]=[C:9]([NH2:10])[C:4]=2[C:3]=1[C:13]1[CH:18]=[CH:17][CH:16]=[C:15]([O:19][CH3:20])[CH:14]=1.[Li+].C[Si]([N-][Si](C)(C)C)(C)C.[Cl:31][C:32]1[CH:42]=[CH:41][C:35]([CH2:36][S:37](Cl)(=[O:39])=[O:38])=[CH:34][CH:33]=1, predict the reaction product. The product is: [Cl:31][C:32]1[CH:33]=[CH:34][C:35]([CH2:36][S:37]([NH:10][C:9]2[CH:8]=[C:7]([CH3:11])[N:6]=[C:5]3[S:12][C:2]([CH3:1])=[C:3]([C:13]4[CH:18]=[CH:17][CH:16]=[C:15]([O:19][CH3:20])[CH:14]=4)[C:4]=23)(=[O:39])=[O:38])=[CH:41][CH:42]=1.